From a dataset of Reaction yield outcomes from USPTO patents with 853,638 reactions. Predict the reaction yield, written as a fraction of the theoretical maximum amount of product (1.0 means a 100% yield; for example, 0.34 means a 34% yield). (1) The reactants are [CH3:1][O:2][C:3]1[CH:4]=[C:5]2[C:9](=[CH:10][CH:11]=1)[NH:8][C:7]([C:12]1[C:13]([CH3:19])=[N:14][N:15]([CH3:18])[C:16]=1[CH3:17])=[C:6]2[CH:20]=O.[CH3:22][NH:23][C:24]([NH:26][C:27]1[CH:28]=[CH:29][C:30]2[O:34][CH2:33][C:32](=[O:35])[C:31]=2[CH:36]=1)=[O:25].CCOC(C)=O. The catalyst is Cl.CCO. The product is [CH3:1][O:2][C:3]1[CH:4]=[C:5]2[C:9](=[CH:10][CH:11]=1)[NH:8][C:7]([C:12]1[C:13]([CH3:19])=[N:14][N:15]([CH3:18])[C:16]=1[CH3:17])=[C:6]2/[CH:20]=[C:33]1\[O:34][C:30]2[CH:29]=[CH:28][C:27]([NH:26][C:24]([NH:23][CH3:22])=[O:25])=[CH:36][C:31]=2[C:32]\1=[O:35]. The yield is 0.350. (2) The reactants are C[O:2][C:3](=[O:12])[C:4]1[CH:9]=[C:8]([Br:10])[C:7](Cl)=[N:6][CH:5]=1.[CH3:13][O:14][CH2:15][CH2:16][OH:17].C1CCN2C(=NCCC2)CC1.[OH-].[K+].Cl. The catalyst is O. The product is [Br:10][C:8]1[C:7]([O:17][CH2:16][CH2:15][O:14][CH3:13])=[N:6][CH:5]=[C:4]([CH:9]=1)[C:3]([OH:2])=[O:12]. The yield is 0.660. (3) The reactants are [Br:1][C:2]1[CH:8]=[CH:7][C:5]([NH2:6])=[CH:4][CH:3]=1.[I:9]I.OO. The catalyst is C1CCCCC1.C(OCC)(=O)C. The product is [Br:1][C:2]1[CH:8]=[CH:7][C:5]([NH2:6])=[C:4]([I:9])[CH:3]=1. The yield is 0.750. (4) The reactants are [C:1](=[O:16])([O:14][CH3:15])[O:2][C:3]1[CH:8]=[CH:7][C:6]([F:9])=[CH:5][C:4]=1[C:10]([CH3:13])([CH3:12])[CH3:11].[N+:17]([O-:20])([OH:19])=[O:18]. The catalyst is OS(O)(=O)=O. The product is [C:1](=[O:16])([O:14][CH3:15])[O:2][C:3]1[CH:8]=[C:7]([N+:17]([O-:19])=[O:18])[C:6]([F:9])=[CH:5][C:4]=1[C:10]([CH3:11])([CH3:12])[CH3:13].[C:1](=[O:16])([O:14][CH3:15])[O:2][C:3]1[C:8]([N+:17]([O-:20])=[O:18])=[CH:7][C:6]([F:9])=[CH:5][C:4]=1[C:10]([CH3:11])([CH3:12])[CH3:13]. The yield is 0.550. (5) The catalyst is CO. The reactants are [F:1][C:2]1[CH:7]=[CH:6][C:5]([C:8](=[O:30])[CH2:9][CH2:10][N:11]2[CH2:16][CH2:15][CH:14]([N:17]([CH2:28][CH3:29])[C:18](=[O:27])[CH2:19][C:20]3[CH:25]=[CH:24][C:23]([F:26])=[CH:22][CH:21]=3)[CH2:13][CH2:12]2)=[CH:4][CH:3]=1.[BH4-].[Na+].O. The yield is 0.760. The product is [F:1][C:2]1[CH:3]=[CH:4][C:5]([CH:8]([OH:30])[CH2:9][CH2:10][N:11]2[CH2:16][CH2:15][CH:14]([N:17]([CH2:28][CH3:29])[C:18](=[O:27])[CH2:19][C:20]3[CH:21]=[CH:22][C:23]([F:26])=[CH:24][CH:25]=3)[CH2:13][CH2:12]2)=[CH:6][CH:7]=1.